This data is from Peptide-MHC class I binding affinity with 185,985 pairs from IEDB/IMGT. The task is: Regression. Given a peptide amino acid sequence and an MHC pseudo amino acid sequence, predict their binding affinity value. This is MHC class I binding data. (1) The peptide sequence is HLPDRVHFAS. The MHC is Patr-A0401 with pseudo-sequence Patr-A0401. The binding affinity (normalized) is 0.364. (2) The peptide sequence is PILPKLFIL. The MHC is HLA-B08:01 with pseudo-sequence HLA-B08:01. The binding affinity (normalized) is 0.0847. (3) The peptide sequence is RSKMLKRGSR. The MHC is HLA-A33:01 with pseudo-sequence HLA-A33:01. The binding affinity (normalized) is 0.552.